This data is from Catalyst prediction with 721,799 reactions and 888 catalyst types from USPTO. The task is: Predict which catalyst facilitates the given reaction. Reactant: [CH2:1]([C@H:4]1[C:13]2=[C:14]3[C:19](=[CH:20][CH:21]=[C:12]2[C:11]2[C:10]([OH:25])=[CH:9][CH:8]=[CH:7][C:6]=2[O:5]1)[NH:18][C:17]([CH3:23])([CH3:22])[CH:16]=[C:15]3[CH3:24])[CH:2]=[CH2:3].[C:26](O[K])(C)(C)C.IC.[NH4+].[Cl-]. Product: [CH2:1]([C@H:4]1[C:13]2=[C:14]3[C:19](=[CH:20][CH:21]=[C:12]2[C:11]2[C:10]([O:25][CH3:26])=[CH:9][CH:8]=[CH:7][C:6]=2[O:5]1)[NH:18][C:17]([CH3:23])([CH3:22])[CH:16]=[C:15]3[CH3:24])[CH:2]=[CH2:3]. The catalyst class is: 680.